From a dataset of Catalyst prediction with 721,799 reactions and 888 catalyst types from USPTO. Predict which catalyst facilitates the given reaction. (1) Reactant: [C:1]([NH:4][C:5]1[C:10]([F:11])=[CH:9][C:8]([Cl:12])=[CH:7][N:6]=1)(=[O:3])[CH3:2].CN([CH:16]=[O:17])C. Product: [C:1]([NH:4][C:5]1[C:10]([F:11])=[C:9]([CH:16]=[O:17])[C:8]([Cl:12])=[CH:7][N:6]=1)(=[O:3])[CH3:2]. The catalyst class is: 1. (2) The catalyst class is: 4. Reactant: C(O[C:6]([N:8]1[CH2:14][CH2:13][C:12]2[CH:15]=[C:16]([NH2:22])[C:17]([N:19]([CH3:21])[CH3:20])=[CH:18][C:11]=2[CH2:10][CH2:9]1)=O)(C)(C)C.N1C=CC=CC=1.[F:29][C:30]1[CH:47]=[CH:46][C:33]([CH2:34][O:35][C:36]2[CH:41]=[CH:40][C:39]([S:42]([Cl:45])(=[O:44])=[O:43])=[CH:38][CH:37]=2)=[CH:32][CH:31]=1.C(O[BH-](OC(=O)C)OC(=O)C)(=O)C.[Na+].C(=O)(O)[O-].[Na+]. Product: [ClH:45].[CH3:21][N:19]([CH3:20])[C:17]1[C:16]([NH:22][S:42]([C:39]2[CH:40]=[CH:41][C:36]([O:35][CH2:34][C:33]3[CH:46]=[CH:47][C:30]([F:29])=[CH:31][CH:32]=3)=[CH:37][CH:38]=2)(=[O:43])=[O:44])=[CH:15][C:12]2[CH2:13][CH2:14][N:8]([CH3:6])[CH2:9][CH2:10][C:11]=2[CH:18]=1. (3) Reactant: Cl[C:2]1[N:11]=[CH:10][C:9]2[C:4](=[CH:5][CH:6]=[C:7]([C:12]3[C:17]([Cl:18])=[C:16]([O:19][CH3:20])[CH:15]=[C:14]([O:21][CH3:22])[C:13]=3[Cl:23])[CH:8]=2)[N:3]=1.[NH2:24][C@@H:25]1[CH2:30][CH2:29][CH2:28][CH2:27][C@@H:26]1[NH:31][C:32](=[O:38])[O:33][C:34]([CH3:37])([CH3:36])[CH3:35].C1CCN2C(=NCCC2)CC1. Product: [Cl:23][C:13]1[C:14]([O:21][CH3:22])=[CH:15][C:16]([O:19][CH3:20])=[C:17]([Cl:18])[C:12]=1[C:7]1[CH:8]=[C:9]2[C:4](=[CH:5][CH:6]=1)[N:3]=[C:2]([NH:24][C@@H:25]1[CH2:30][CH2:29][CH2:28][CH2:27][C@@H:26]1[NH:31][C:32](=[O:38])[O:33][C:34]([CH3:36])([CH3:35])[CH3:37])[N:11]=[CH:10]2. The catalyst class is: 10. (4) Reactant: O=[C:2]1[CH2:5][N:4]([C:6]([O:8][CH2:9][C:10]2[CH:15]=[CH:14][CH:13]=[CH:12][CH:11]=2)=[O:7])[CH2:3]1.[CH3:16][N:17]1[CH2:22][CH2:21][NH:20][CH2:19][CH2:18]1.C(O)(=O)C.C(O[BH-](OC(=O)C)OC(=O)C)(=O)C.[Na+]. Product: [CH3:16][N:17]1[CH2:22][CH2:21][N:20]([CH:2]2[CH2:5][N:4]([C:6]([O:8][CH2:9][C:10]3[CH:15]=[CH:14][CH:13]=[CH:12][CH:11]=3)=[O:7])[CH2:3]2)[CH2:19][CH2:18]1. The catalyst class is: 325. (5) Reactant: CCN(C(C)C)C(C)C.F[C:11]1[C:12]([CH3:31])=[N:13][C:14]2[C:19]([N:20]=1)=[C:18]([C:21]1[NH:29][C:28]3[CH2:27][CH2:26][NH:25][C:24](=[O:30])[C:23]=3[CH:22]=1)[CH:17]=[CH:16][CH:15]=2.[NH2:32][CH:33]1[CH2:37][CH2:36][S:35](=[O:39])(=[O:38])[CH2:34]1. Product: [O:38]=[S:35]1(=[O:39])[CH2:36][CH2:37][CH:33]([NH:32][C:11]2[C:12]([CH3:31])=[N:13][C:14]3[C:19]([N:20]=2)=[C:18]([C:21]2[NH:29][C:28]4[CH2:27][CH2:26][NH:25][C:24](=[O:30])[C:23]=4[CH:22]=2)[CH:17]=[CH:16][CH:15]=3)[CH2:34]1. The catalyst class is: 16.